Dataset: Full USPTO retrosynthesis dataset with 1.9M reactions from patents (1976-2016). Task: Predict the reactants needed to synthesize the given product. (1) Given the product [C:15]([O:9][CH2:8][CH2:7][C:6]1([C:3]2[CH:4]=[CH:5][S:1][CH:2]=2)[CH:10]=[CH:11][CH:12]=[CH:13][CH2:14]1)(=[O:17])[CH3:16], predict the reactants needed to synthesize it. The reactants are: [S:1]1[CH:5]=[CH:4][C:3]([C:6]2([CH:14]=[CH:13][CH:12]=[CH:11][CH2:10]2)[CH2:7][CH2:8][OH:9])=[CH:2]1.[C:15](OC(=O)C)(=[O:17])[CH3:16]. (2) Given the product [Cl:29][C:13]1[C:14]([C:15]([O:17][CH2:18][CH3:19])=[O:16])=[C:9]([C:3]2[CH:4]=[CH:5][C:6]([Cl:8])=[CH:7][C:2]=2[Cl:1])[N:10]=[C:11]([C:21]2[CH:22]=[CH:23][CH:24]=[CH:25][CH:26]=2)[N:12]=1, predict the reactants needed to synthesize it. The reactants are: [Cl:1][C:2]1[CH:7]=[C:6]([Cl:8])[CH:5]=[CH:4][C:3]=1[C:9]1[N:10]=[C:11]([C:21]2[CH:26]=[CH:25][CH:24]=[CH:23][CH:22]=2)[NH:12][C:13](=O)[C:14]=1[C:15]([O:17][CH2:18][CH3:19])=[O:16].O=P(Cl)(Cl)[Cl:29].CN(C)C1C=CC=CC=1. (3) Given the product [Br:1][C:2]1[CH:3]=[CH:4][C:5](/[CH:8]=[CH:9]/[C:10]2[CH:11]=[CH:12][CH:13]=[CH:14][CH:15]=2)=[CH:6][CH:7]=1, predict the reactants needed to synthesize it. The reactants are: [Br:1][C:2]1[CH:7]=[CH:6][C:5]([CH:8]=[CH:9][C:10]2[CH:15]=[CH:14][CH:13]=[CH:12][CH:11]=2)=[CH:4][CH:3]=1.BrC1C=CC(/C=C\C2C=CC=CC=2)=CC=1. (4) Given the product [CH:51]1[C:52]2[N:53]([C:2]3[CH:3]=[C:4]4[C:12](=[CH:13][CH:14]=3)[N:11]([C:15]3[CH:32]=[CH:31][C:30]5[C:29]6[C:24](=[CH:25][CH:26]=[CH:27][CH:28]=6)[C:23]6[C:18](=[CH:19][CH:20]=[CH:21][CH:22]=6)[C:17]=5[CH:16]=3)[C:10]3[CH:9]=[C:8]5[C:33]([CH3:40])([CH3:41])[C:34]6[C:39]([C:7]5=[CH:6][C:5]4=3)=[CH:38][CH:37]=[CH:36][CH:35]=6)[C:54]3[C:46](=[CH:45][CH:44]=[CH:43][CH:42]=3)[C:47]=2[CH:48]=[CH:49][CH:50]=1, predict the reactants needed to synthesize it. The reactants are: Br[C:2]1[CH:3]=[C:4]2[C:12](=[CH:13][CH:14]=1)[N:11]([C:15]1[CH:32]=[CH:31][C:30]3[C:29]4[C:24](=[CH:25][CH:26]=[CH:27][CH:28]=4)[C:23]4[C:18](=[CH:19][CH:20]=[CH:21][CH:22]=4)[C:17]=3[CH:16]=1)[C:10]1[CH:9]=[C:8]3[C:33]([CH3:41])([CH3:40])[C:34]4[C:39]([C:7]3=[CH:6][C:5]2=1)=[CH:38][CH:37]=[CH:36][CH:35]=4.[CH:42]1[C:54]2[NH:53][C:52]3[C:47](=[CH:48][CH:49]=[CH:50][CH:51]=3)[C:46]=2[CH:45]=[CH:44][CH:43]=1.C(P(C(C)(C)C)C(C)(C)C)(C)(C)C. (5) The reactants are: F[C:2]1[CH:3]=[C:4]([I:21])[CH:5]=[C:6]2[C:11]=1[N:10]([CH2:12][CH2:13][OH:14])[CH:9]=[C:8]([C:15]([O:17][CH2:18][CH3:19])=[O:16])[C:7]2=[O:20].N1(C2CCCCCCCCCC2)CCCCCCCCCN1. Given the product [I:21][C:4]1[CH:5]=[C:6]2[C:11]3=[C:2]([O:14][CH2:13][CH2:12][N:10]3[CH:9]=[C:8]([C:15]([O:17][CH2:18][CH3:19])=[O:16])[C:7]2=[O:20])[CH:3]=1, predict the reactants needed to synthesize it. (6) Given the product [C:32]([C:2]1[CH:3]=[C:4]([O:22][CH2:23][C:24]2[C:29]([F:30])=[CH:28][CH:27]=[CH:26][C:25]=2[F:31])[C:5]2[N:6]([C:8]([C:12]([NH:14][C@H:15]([CH2:18][CH2:19][CH2:20][CH3:21])[CH2:16][OH:17])=[O:13])=[C:9]([CH3:11])[N:10]=2)[CH:7]=1)#[N:33], predict the reactants needed to synthesize it. The reactants are: Br[C:2]1[CH:3]=[C:4]([O:22][CH2:23][C:24]2[C:29]([F:30])=[CH:28][CH:27]=[CH:26][C:25]=2[F:31])[C:5]2[N:6]([C:8]([C:12]([NH:14][C@H:15]([CH2:18][CH2:19][CH2:20][CH3:21])[CH2:16][OH:17])=[O:13])=[C:9]([CH3:11])[N:10]=2)[CH:7]=1.[CH3:32][N:33](C)CCN(C)C.CC1(C)C2C(=C(P(C3C=CC=CC=3)C3C=CC=CC=3)C=CC=2)OC2C(P(C3C=CC=CC=3)C3C=CC=CC=3)=CC=CC1=2. (7) Given the product [CH3:11][C:12]1([CH:18]=[O:19])[CH2:17][CH2:16][O:15][CH2:14][CH2:13]1, predict the reactants needed to synthesize it. The reactants are: C(Cl)(=O)C(Cl)=O.CS(C)=O.[CH3:11][C:12]1([CH2:18][OH:19])[CH2:17][CH2:16][O:15][CH2:14][CH2:13]1.C(N(CC)CC)C. (8) Given the product [CH2:11]([OH:16])[CH:12]=[CH:13][CH:14]=[CH:1][CH2:2][CH2:3][CH2:4][CH2:5][CH2:6][CH3:7], predict the reactants needed to synthesize it. The reactants are: [CH2:1]=[CH:2][CH:3]=[CH:4][CH2:5][CH2:6][CH2:7]CCC.[CH2:11]([OH:16])/[CH:12]=[CH:13]\[CH2:14]O. (9) The reactants are: Br[C:2]1[N:7]=[C:6]([C:8]([OH:10])=[O:9])[CH:5]=[CH:4][CH:3]=1.[Cl:11][C:12]1[CH:17]=[CH:16][C:15](B(O)O)=[CH:14][CH:13]=1. Given the product [Cl:11][C:12]1[CH:17]=[CH:16][C:15]([C:2]2[N:7]=[C:6]([C:8]([OH:10])=[O:9])[CH:5]=[CH:4][CH:3]=2)=[CH:14][CH:13]=1, predict the reactants needed to synthesize it. (10) Given the product [C:27]([C:2]1[CH:3]=[CH:4][C:5]2[O:9][C:8]3[CH:10]=[C:11]([S:14]([NH:17][C@@H:18]([CH:23]([CH3:25])[CH3:24])[C:19]([O:21][CH3:22])=[O:20])(=[O:15])=[O:16])[CH:12]=[CH:13][C:7]=3[C:6]=2[CH:26]=1)#[N:28], predict the reactants needed to synthesize it. The reactants are: Br[C:2]1[CH:3]=[CH:4][C:5]2[O:9][C:8]3[CH:10]=[C:11]([S:14]([NH:17][C@@H:18]([CH:23]([CH3:25])[CH3:24])[C:19]([O:21][CH3:22])=[O:20])(=[O:16])=[O:15])[CH:12]=[CH:13][C:7]=3[C:6]=2[CH:26]=1.[CH3:27][N:28]1CCCC1=O.